Task: Predict the reaction yield, written as a fraction of the theoretical maximum amount of product (1.0 means a 100% yield; for example, 0.34 means a 34% yield).. Dataset: Reaction yield outcomes from USPTO patents with 853,638 reactions (1) The reactants are P(Cl)(Cl)(Cl)=O.[NH:6]1[C:14]2[C:9](=[CH:10][CH:11]=[C:12]3[O:17][CH2:16][CH2:15][C:13]3=2)[CH:8]=[CH:7]1.[OH-].[Na+].O.CN(C)[C:23](=[O:25])[CH3:24]. No catalyst specified. The product is [C:23]([C:8]1[C:9]2[C:14](=[C:13]3[CH2:15][CH2:16][O:17][C:12]3=[CH:11][CH:10]=2)[NH:6][CH:7]=1)(=[O:25])[CH3:24]. The yield is 0.740. (2) The reactants are [CH2:1]([O:3][C:4](=[O:22])[C:5]([CH3:21])([O:14][C:15]1[CH:20]=[CH:19][CH:18]=[CH:17][CH:16]=1)[CH2:6][C:7]1[CH:12]=[CH:11][C:10]([OH:13])=[CH:9][CH:8]=1)[CH3:2].[CH3:23][C:24]1[CH:52]=[CH:51][C:27]([CH2:28][N:29]2[CH2:33][CH:32]([CH2:34][CH2:35]OS(C3C=CC(C)=CC=3)(=O)=O)[N:31]([CH2:47][CH2:48][CH3:49])[C:30]2=[O:50])=[CH:26][CH:25]=1.C([O-])([O-])=O.[Cs+].[Cs+]. The catalyst is CN(C=O)C. The product is [CH2:1]([O:3][C:4](=[O:22])[C:5]([CH3:21])([O:14][C:15]1[CH:20]=[CH:19][CH:18]=[CH:17][CH:16]=1)[CH2:6][C:7]1[CH:12]=[CH:11][C:10]([O:13][CH2:35][CH2:34][CH:32]2[CH2:33][N:29]([CH2:28][C:27]3[CH:51]=[CH:52][C:24]([CH3:23])=[CH:25][CH:26]=3)[C:30](=[O:50])[N:31]2[CH2:47][CH2:48][CH3:49])=[CH:9][CH:8]=1)[CH3:2]. The yield is 0.680.